This data is from Full USPTO retrosynthesis dataset with 1.9M reactions from patents (1976-2016). The task is: Predict the reactants needed to synthesize the given product. Given the product [CH3:1][C:2]([O:5][C:6]([NH:8][C@H:9]([C:11]([NH:13][C@@H:14]([CH2:21][CH2:22][C:23]1[CH:28]=[CH:27][CH:26]=[CH:25][CH:24]=1)/[CH:15]=[CH:16]/[C:17]([OH:19])=[O:18])=[O:12])[CH3:10])=[O:7])([CH3:3])[CH3:4], predict the reactants needed to synthesize it. The reactants are: [CH3:1][C:2]([O:5][C:6]([NH:8][C@H:9]([C:11]([NH:13][C@@H:14]([CH2:21][CH2:22][C:23]1[CH:28]=[CH:27][CH:26]=[CH:25][CH:24]=1)/[CH:15]=[CH:16]/[C:17]([O:19]C)=[O:18])=[O:12])[CH3:10])=[O:7])([CH3:4])[CH3:3].[Li+].[OH-].Cl.